Dataset: Full USPTO retrosynthesis dataset with 1.9M reactions from patents (1976-2016). Task: Predict the reactants needed to synthesize the given product. (1) The reactants are: Cl[C:2](Cl)([O:4]C(=O)OC(Cl)(Cl)Cl)Cl.C(O)(=O)C.[NH2:17][C:18]([C:21]1[CH:26]=[CH:25][C:24]([NH:27][C:28]([C:30]2[NH:31][CH:32]=[C:33]([C:35]#[N:36])[N:34]=2)=[O:29])=[C:23]([C:37]2[CH2:42][CH2:41][CH2:40][CH2:39][CH:38]=2)[CH:22]=1)([CH3:20])[CH3:19].CCN(C(C)C)C(C)C.[NH2:52][CH2:53][CH2:54][OH:55]. Given the product [C:37]1([C:23]2[CH:22]=[C:21]([C:18]([NH:17][C:2]([NH:52][CH2:53][CH2:54][OH:55])=[O:4])([CH3:20])[CH3:19])[CH:26]=[CH:25][C:24]=2[NH:27][C:28]([C:30]2[NH:31][CH:32]=[C:33]([C:35]#[N:36])[N:34]=2)=[O:29])[CH2:42][CH2:41][CH2:40][CH2:39][CH:38]=1, predict the reactants needed to synthesize it. (2) Given the product [CH3:18][CH:16]1[N:17]([C:32]2[CH:27]=[C:28]([CH3:33])[CH:29]=[CH:30][CH:31]=2)[CH:12]([CH3:11])[CH2:13][N:14]([C:19]([O:21][C:22]([CH3:23])([CH3:25])[CH3:24])=[O:20])[CH2:15]1, predict the reactants needed to synthesize it. The reactants are: C[Si]([N-][Si](C)(C)C)(C)C.[K+].[CH3:11][C@H:12]1[NH:17][C@@H:16]([CH3:18])[CH2:15][N:14]([C:19]([O:21][C:22]([CH3:25])([CH3:24])[CH3:23])=[O:20])[CH2:13]1.Br[C:27]1[CH:32]=[CH:31][CH:30]=[CH:29][C:28]=1[CH3:33].